Task: Predict the reaction yield, written as a fraction of the theoretical maximum amount of product (1.0 means a 100% yield; for example, 0.34 means a 34% yield).. Dataset: Reaction yield outcomes from USPTO patents with 853,638 reactions The reactants are Br[C:2]1[NH:3][C:4]2[C:9]([C:10]=1[CH:11]1[CH2:16][CH2:15][CH2:14][CH2:13][CH2:12]1)=[CH:8][CH:7]=[C:6]([C:17]([O:19][CH3:20])=[O:18])[CH:5]=2.N1C2C(=CC=C(C(OC)=O)C=2)C=C1.C([O-])([O-])=O.[Na+].[Na+].[OH:40][C:41]1[CH:46]=[CH:45][CH:44]=[CH:43][C:42]=1B(O)O. The catalyst is COCCOC.C(O)C.C1C=CC([P]([Pd]([P](C2C=CC=CC=2)(C2C=CC=CC=2)C2C=CC=CC=2)([P](C2C=CC=CC=2)(C2C=CC=CC=2)C2C=CC=CC=2)[P](C2C=CC=CC=2)(C2C=CC=CC=2)C2C=CC=CC=2)(C2C=CC=CC=2)C2C=CC=CC=2)=CC=1. The product is [CH:11]1([C:10]2[C:9]3[C:4](=[CH:5][C:6]([C:17]([O:19][CH3:20])=[O:18])=[CH:7][CH:8]=3)[NH:3][C:2]=2[C:42]2[CH:43]=[CH:44][CH:45]=[CH:46][C:41]=2[OH:40])[CH2:16][CH2:15][CH2:14][CH2:13][CH2:12]1. The yield is 0.600.